From a dataset of Reaction yield outcomes from USPTO patents with 853,638 reactions. Predict the reaction yield, written as a fraction of the theoretical maximum amount of product (1.0 means a 100% yield; for example, 0.34 means a 34% yield). (1) The reactants are [CH3:1][O:2][CH2:3][CH2:4][CH:5]([C:11](=O)[CH3:12])[C:6](OCC)=[O:7].C(=O)(O)O.[NH2:18][C:19]([NH2:21])=[NH:20]. The catalyst is C(O)C. The product is [NH2:21][C:19]1[N:20]=[C:6]([OH:7])[C:5]([CH2:4][CH2:3][O:2][CH3:1])=[C:11]([CH3:12])[N:18]=1. The yield is 0.319. (2) The reactants are [C:1]([CH2:3][C:4]([O:6][CH2:7][CH3:8])=[O:5])#[N:2].N12CCCN=C1CCCCC2.[O:20]([CH2:24][CH2:25]Br)[CH2:21][CH2:22]Br.O. The catalyst is CN(C=O)C. The product is [C:1]([C:3]1([C:4]([O:6][CH2:7][CH3:8])=[O:5])[CH2:25][CH2:24][O:20][CH2:21][CH2:22]1)#[N:2]. The yield is 0.890. (3) The reactants are [NH:1]1[CH:5]=[C:4]([C:6]2[N:11]=[CH:10][C:9]3[CH:12]=[N:13][N:14]([C:15]4[N:20]=[C:19]([N:21]5[CH2:27][CH2:26][CH2:25][N:24](C(OC(C)(C)C)=O)[CH2:23][CH2:22]5)[CH:18]=[CH:17][CH:16]=4)[C:8]=3[CH:7]=2)[CH:3]=[N:2]1.Br[CH2:36][C:37]#[N:38]. No catalyst specified. The product is [N:21]1([C:19]2[N:20]=[C:15]([N:14]3[C:8]4[CH:7]=[C:6]([C:4]5[CH:5]=[N:1][N:2]([CH2:36][C:37]#[N:38])[CH:3]=5)[N:11]=[CH:10][C:9]=4[CH:12]=[N:13]3)[CH:16]=[CH:17][CH:18]=2)[CH2:27][CH2:26][CH2:25][NH:24][CH2:23][CH2:22]1. The yield is 0.185. (4) The product is [OH:11][C@@H:10]([C@H:9]1[C@@H:4]([OH:3])[C@@H:5]([OH:6])[C@H:7]([N:12]2[C:16]3[N:17]=[CH:18][N:19]=[C:20]([CH3:21])[C:15]=3[CH:14]=[CH:13]2)[O:8]1)[CH3:23]. The catalyst is C1COCC1. The yield is 0.360. The reactants are CC1(C)[O:6][C@H:5]2[C@H:7]([N:12]3[C:16]4[N:17]=[CH:18][N:19]=[C:20]([CH3:21])[C:15]=4[CH:14]=[CH:13]3)[O:8][C@@H:9]([CH:10]=[O:11])[C@H:4]2[O:3]1.[CH3:23][Mg]Br. (5) The reactants are [Cl:1][C:2]1[CH:3]=[CH:4][CH:5]=[C:6]2[C:10]=1[N:9]([CH3:11])[CH:8]=[C:7]2[CH2:12][N:13]([CH3:30])[C:14](=[O:29])/[CH:15]=[CH:16]/[C:17]1[CH:18]=[N:19][C:20]([NH:23][CH2:24][C:25]([O:27]C)=O)=[CH:21][CH:22]=1.COC([CH2:35][NH:36]C1N=CC(/C=C/C(N(C)CC2C3C(=CC=CC=3)NC=2C)=O)=CC=1)=O. No catalyst specified. The product is [Cl:1][C:2]1[CH:3]=[CH:4][CH:5]=[C:6]2[C:10]=1[N:9]([CH3:11])[CH:8]=[C:7]2[CH2:12][N:13]([CH3:30])[C:14](=[O:29])/[CH:15]=[CH:16]/[C:17]1[CH:18]=[N:19][C:20]([NH:23][CH2:24][C:25]([NH:36][CH3:35])=[O:27])=[CH:21][CH:22]=1. The yield is 0.940.